Dataset: Drug-target binding data from BindingDB using Ki measurements. Task: Regression. Given a target protein amino acid sequence and a drug SMILES string, predict the binding affinity score between them. We predict pKi (pKi = -log10(Ki in M); higher means stronger inhibition). Dataset: bindingdb_ki. The pKi is 4.5. The target protein (Q9JIA7) has sequence MAPPPLLPVAASTPILHGEFGSYPANGPRFALTLTTQALHIQRLRPKPEARPRDGLVSLDEVSGCGTLQSRSPEDTAAYFCIYTYPRGRRGGRRRATRTFRADGATTYEENRAEAQRWATALTCLLRGVPLSGDQEITPELLPRKPRLLILVNPFGGRGLAWQRCMDHVVPMISEAGLSFNLIQTERQNHARELVQGLSLSEWEGIVTVSGDGLLYEVLNGLLDRPDWEDAVRMPIGVLPCGSGNALAGAVNHHGGFEQVVGVDLLLNCSLLLCRGGSHPLDLLSVTLASGSRCFSFLSVAWGFLSDVDIHSERFRALGSARFTLGAVLGLASLHTYRGRLSYLPATTEPALPIPGHSLPRAKSELVLAPAPAPAATHSPLHRSVSDLPLPLPQPALVSPGSPEPLPDLSLNGGGPELTGDWGGAGDAPLSPDPLLPSSPNALKTAQLSPIAEGPPEMPASSGFLPPTHSAPEASTWGPVDHLLPPLGSPLPQDWVTIEG.... The compound is CCCCCCCCc1ccc([C@H]2CC[C@H](N)CC2)cc1.